Dataset: Peptide-MHC class II binding affinity with 134,281 pairs from IEDB. Task: Regression. Given a peptide amino acid sequence and an MHC pseudo amino acid sequence, predict their binding affinity value. This is MHC class II binding data. (1) The peptide sequence is LAEGIVLASAALGPL. The MHC is HLA-DQA10201-DQB10402 with pseudo-sequence HLA-DQA10201-DQB10402. The binding affinity (normalized) is 0.374. (2) The MHC is HLA-DPA10103-DPB10401 with pseudo-sequence HLA-DPA10103-DPB10401. The peptide sequence is FTVQKGSDPKKLVLD. The binding affinity (normalized) is 0.0587. (3) The peptide sequence is WEQIFSTWLLKPGAG. The MHC is HLA-DPA10103-DPB10301 with pseudo-sequence HLA-DPA10103-DPB10301. The binding affinity (normalized) is 0. (4) The peptide sequence is YVAWMSATAALAREA. The MHC is HLA-DPA10103-DPB10301 with pseudo-sequence HLA-DPA10103-DPB10301. The binding affinity (normalized) is 0.548. (5) The peptide sequence is QKQVQMMIMIKFMGV. The MHC is DRB1_1302 with pseudo-sequence DRB1_1302. The binding affinity (normalized) is 0.738. (6) The binding affinity (normalized) is 0. The peptide sequence is EEFEDYMEDPLILGD. The MHC is DRB1_0101 with pseudo-sequence DRB1_0101. (7) The peptide sequence is AAGGWDSLAAELATT. The MHC is HLA-DQA10501-DQB10201 with pseudo-sequence HLA-DQA10501-DQB10201. The binding affinity (normalized) is 0.489. (8) The peptide sequence is IRALVGDEVELPCRI. The MHC is HLA-DQA10501-DQB10301 with pseudo-sequence HLA-DQA10501-DQB10301. The binding affinity (normalized) is 0.0525.